Task: Predict which catalyst facilitates the given reaction.. Dataset: Catalyst prediction with 721,799 reactions and 888 catalyst types from USPTO (1) Reactant: [CH:1]1([NH2:4])[CH2:3][CH2:2]1.C(O[BH-](OC(=O)C)OC(=O)C)(=O)C.[Na+].[I:19][C:20]1[CH:25]=[CH:24][C:23]([C:26](=O)[CH3:27])=[CH:22][CH:21]=1.C(=O)([O-])O.[Na+]. Product: [I:19][C:20]1[CH:25]=[CH:24][C:23]([CH:26]([NH:4][CH:1]2[CH2:3][CH2:2]2)[CH3:27])=[CH:22][CH:21]=1. The catalyst class is: 845. (2) Reactant: [C:1]([NH:6][C:7]1[C:15]2[C:10](=[N:11][CH:12]=[CH:13][C:14]=2[N:16]2[CH2:21][CH2:20][N:19]([C:22](=[O:43])[C@@H:23]([C:36]3[CH:41]=[CH:40][C:39]([Cl:42])=[CH:38][CH:37]=3)[CH2:24][N:25]([CH:33]([CH3:35])[CH3:34])C(=O)OC(C)(C)C)[CH2:18][CH2:17]2)[NH:9][CH:8]=1)(=[O:5])[CH2:2][CH2:3][CH3:4].C(O)(C(F)(F)F)=O.C1(N)C(F)=C(F)C(F)=C(N)C=1F.Cl.Cl. Product: [Cl:42][C:39]1[CH:40]=[CH:41][C:36]([C@@H:23]([CH2:24][NH:25][CH:33]([CH3:34])[CH3:35])[C:22]([N:19]2[CH2:18][CH2:17][N:16]([C:14]3[CH:13]=[CH:12][N:11]=[C:10]4[NH:9][CH:8]=[C:7]([NH:6][C:1](=[O:5])[CH2:2][CH2:3][CH3:4])[C:15]=34)[CH2:21][CH2:20]2)=[O:43])=[CH:37][CH:38]=1. The catalyst class is: 2.